Task: Predict the reactants needed to synthesize the given product.. Dataset: Full USPTO retrosynthesis dataset with 1.9M reactions from patents (1976-2016) (1) Given the product [CH2:1]([C:8]([CH2:25][C:26]([F:29])([F:28])[F:27])([C:9]#[N:10])[C:11]#[N:12])[C:2]1[CH:7]=[CH:6][CH:5]=[CH:4][CH:3]=1, predict the reactants needed to synthesize it. The reactants are: [CH2:1]([CH:8]([C:11]#[N:12])[C:9]#[N:10])[C:2]1[CH:7]=[CH:6][CH:5]=[CH:4][CH:3]=1.C(=O)([O-])[O-].[Cs+].[Cs+].FC(F)(F)S(O[CH2:25][C:26]([F:29])([F:28])[F:27])(=O)=O. (2) The reactants are: CC1(C)C(C)(C)OB([C:9]2[CH:14]=[CH:13][C:12]([C:15]([F:18])([F:17])[F:16])=[CH:11][CH:10]=2)O1.Br[C:21]1[CH:22]=[N:23][CH:24]=[C:25]([CH:28]=1)[C:26]#[N:27].C(=O)([O-])[O-].[K+].[K+].O. Given the product [F:18][C:15]([F:16])([F:17])[C:12]1[CH:11]=[CH:10][C:9]([C:21]2[CH:22]=[N:23][CH:24]=[C:25]([CH:28]=2)[C:26]#[N:27])=[CH:14][CH:13]=1, predict the reactants needed to synthesize it. (3) Given the product [NH:1]([C:8]1[N:9]([C:25]2[CH:26]=[CH:27][CH:28]=[CH:29][CH:30]=2)[C:10]2[N:11]=[C:12]([CH3:24])[C:13]([CH2:19][CH2:20][C:21]([OH:23])=[O:22])=[CH:14][C:15]=2[C:16](=[O:18])[CH:17]=1)[C:2]1[CH:7]=[CH:6][CH:5]=[CH:4][CH:3]=1, predict the reactants needed to synthesize it. The reactants are: [NH:1]([C:8]1[N:9]([C:25]2[CH:30]=[CH:29][CH:28]=[CH:27][CH:26]=2)[C:10]2[C:15]([C:16](=[O:18])[CH:17]=1)=[CH:14][C:13](/[CH:19]=[CH:20]/[C:21]([OH:23])=[O:22])=[C:12]([CH3:24])[N:11]=2)[C:2]1[CH:7]=[CH:6][CH:5]=[CH:4][CH:3]=1.C(O)=O.N. (4) Given the product [C:12]([CH2:15][CH2:16][CH2:17][CH2:18][CH2:19][N:20]1[C:28]2[C:23](=[CH:24][C:25]([S:29]([OH:32])(=[O:31])=[O:30])=[CH:26][CH:27]=2)[C:22]([CH3:41])([CH2:33][CH2:34][CH2:35][CH2:36][S:37]([OH:40])(=[O:38])=[O:39])/[C:21]/1=[CH:42]\[CH:15]=[CH:16]\[CH:17]=[CH:18]\[C:19]1[C:9]([CH3:10])([CH2:33][CH2:34][CH2:35][CH2:36][S:37]([OH:40])(=[O:39])=[O:38])[C:27]2[C:28](=[CH:23][CH:24]=[C:25]([S:29]([O-:32])(=[O:31])=[O:30])[CH:26]=2)[N+:20]=1[CH2:1][CH3:2])([OH:14])=[O:13], predict the reactants needed to synthesize it. The reactants are: [C:1](O)(=O)[CH3:2].C(O[C:9](=O)[CH3:10])(=O)C.[C:12]([CH2:15][CH2:16][CH2:17][CH2:18][CH2:19][N+:20]1[C:28]2[C:23](=[CH:24][C:25]([S:29]([O-:32])(=[O:31])=[O:30])=[CH:26][CH:27]=2)[C:22]([CH3:41])([CH2:33][CH2:34][CH2:35][CH2:36][S:37]([OH:40])(=[O:39])=[O:38])[C:21]=1[CH3:42])([OH:14])=[O:13]. (5) Given the product [C:1]1([S:7]([OH:10])(=[O:9])=[O:8])[CH:6]=[CH:5][CH:4]=[CH:3][CH:2]=1.[CH:20]1[NH:11][C:12]([C:13]([NH2:15])=[O:14])=[C:16]([OH:17])[N:18]=1, predict the reactants needed to synthesize it. The reactants are: [C:1]1([S:7]([OH:10])(=[O:9])=[O:8])[CH:6]=[CH:5][CH:4]=[CH:3][CH:2]=1.[NH2:11][CH:12]([C:16]([NH2:18])=[O:17])[C:13]([NH2:15])=[O:14].O.[C:20]1(S(O)(=O)=O)C=CC=CC=1.C(OC)(OC)OC. (6) Given the product [C:1]1([C:7]2[O:8][CH:9]=[C:10]3[C:18]4[CH:17]=[CH:16][CH:15]=[CH:14][C:13]=4[NH:12][C:11]=23)[CH:2]=[CH:3][CH:4]=[CH:5][CH:6]=1, predict the reactants needed to synthesize it. The reactants are: [C:1]1([C:7]2[O:8][CH:9]=[C:10]3[C:18]4[CH:17]=[CH:16][CH:15]=[CH:14][C:13]=4[N:12](S(C4C=CC=CC=4)(=O)=O)[C:11]=23)[CH:6]=[CH:5][CH:4]=[CH:3][CH:2]=1.[OH-].[K+].Cl. (7) Given the product [CH3:18][C:12]([CH3:19])([C:11](=[O:20])[C:10]1[C:4]2[C:5](=[N:6][CH:7]=[C:2]([C:25]3[CH:26]=[C:27]([O:31][CH3:32])[C:28]([O:29][CH3:30])=[C:23]([O:22][CH3:21])[CH:24]=3)[N:3]=2)[NH:8][CH:9]=1)[CH2:13][CH2:14][CH2:15][C:16]#[N:17], predict the reactants needed to synthesize it. The reactants are: Br[C:2]1[N:3]=[C:4]2[C:10]([C:11](=[O:20])[C:12]([CH3:19])([CH3:18])[CH2:13][CH2:14][CH2:15][C:16]#[N:17])=[CH:9][NH:8][C:5]2=[N:6][CH:7]=1.[CH3:21][O:22][C:23]1[CH:24]=[C:25](B(O)O)[CH:26]=[C:27]([O:31][CH3:32])[C:28]=1[O:29][CH3:30].C(=O)([O-])[O-].[K+].[K+].C(Cl)Cl. (8) Given the product [Br:25][CH2:22][C:19]1[CH:20]=[CH:21][C:16]([CH2:15][N:1]2[CH2:6][CH2:5][C:4]3([C:14]4[C:9](=[CH:10][CH:11]=[CH:12][CH:13]=4)[CH:8]=[CH:7]3)[CH2:3][CH2:2]2)=[CH:17][CH:18]=1, predict the reactants needed to synthesize it. The reactants are: [N:1]1([CH2:15][C:16]2[CH:21]=[CH:20][C:19]([CH2:22]O)=[CH:18][CH:17]=2)[CH2:6][CH2:5][C:4]2([C:14]3[C:9](=[CH:10][CH:11]=[CH:12][CH:13]=3)[CH:8]=[CH:7]2)[CH2:3][CH2:2]1.P(Br)(Br)[Br:25].